The task is: Predict the reactants needed to synthesize the given product.. This data is from Full USPTO retrosynthesis dataset with 1.9M reactions from patents (1976-2016). (1) Given the product [Cl:1][C:2]1[C:7]([C:8]2[CH:9]=[CH:10][CH:11]=[CH:12][CH:13]=2)=[N:6][N:5]=[C:4]2[N:14]([CH2:29][C:24]3[CH:25]=[CH:26][CH:27]=[CH:28][N:23]=3)[N:15]=[C:16]([C:17]3[CH:18]=[CH:19][CH:20]=[CH:21][CH:22]=3)[C:3]=12, predict the reactants needed to synthesize it. The reactants are: [Cl:1][C:2]1[C:7]([C:8]2[CH:13]=[CH:12][CH:11]=[CH:10][CH:9]=2)=[N:6][N:5]=[C:4]2[NH:14][N:15]=[C:16]([C:17]3[CH:22]=[CH:21][CH:20]=[CH:19][CH:18]=3)[C:3]=12.[N:23]1[CH:28]=[CH:27][CH:26]=[CH:25][C:24]=1[CH2:29]O. (2) Given the product [F:12][P-:13]([F:18])([F:17])([F:16])([F:15])[F:14].[CH2:2]([N+:6]1[CH:11]=[CH:10][CH:9]=[CH:8][CH:7]=1)[CH2:3][CH2:4][CH3:5], predict the reactants needed to synthesize it. The reactants are: [Cl-].[CH2:2]([N+:6]1[CH:11]=[CH:10][CH:9]=[CH:8][CH:7]=1)[CH2:3][CH2:4][CH3:5].[F:12][P-:13]([F:18])([F:17])([F:16])([F:15])[F:14].[K+]. (3) Given the product [Cl:12][C:5]1[CH:4]=[CH:3][C:2]([N:19]2[CH2:20][CH2:21][N:16]([CH2:13][CH2:14][CH3:15])[CH2:17][CH2:18]2)=[CH:7][C:6]=1[C:8]([F:11])([F:10])[F:9], predict the reactants needed to synthesize it. The reactants are: Br[C:2]1[CH:3]=[CH:4][C:5]([Cl:12])=[C:6]([C:8]([F:11])([F:10])[F:9])[CH:7]=1.[CH2:13]([N:16]1[CH2:21][CH2:20][NH:19][CH2:18][CH2:17]1)[CH2:14][CH3:15].CC(C)([O-])C.[Na+]. (4) Given the product [CH2:1]([O:8][C:9]1[CH:10]=[C:11]2[C:16](=[CH:17][CH:18]=1)[C:15](=[O:19])[N:14]([CH2:20][CH:21]([CH3:23])[CH3:22])[C:13]([CH2:24][N:35]1[C:31](=[O:41])[C:32]3[C:33](=[CH:37][CH:38]=[CH:39][CH:40]=3)[C:34]1=[O:36])=[C:12]2[O:26][CH2:27][CH2:28][CH2:29][CH3:30])[C:2]1[CH:7]=[CH:6][CH:5]=[CH:4][CH:3]=1, predict the reactants needed to synthesize it. The reactants are: [CH2:1]([O:8][C:9]1[CH:10]=[C:11]2[C:16](=[CH:17][CH:18]=1)[C:15](=[O:19])[N:14]([CH2:20][CH:21]([CH3:23])[CH3:22])[C:13]([CH2:24]Cl)=[C:12]2[O:26][CH2:27][CH2:28][CH2:29][CH3:30])[C:2]1[CH:7]=[CH:6][CH:5]=[CH:4][CH:3]=1.[C:31]1(=[O:41])[NH:35][C:34](=[O:36])[C:33]2=[CH:37][CH:38]=[CH:39][CH:40]=[C:32]12.[K].O.